This data is from Catalyst prediction with 721,799 reactions and 888 catalyst types from USPTO. The task is: Predict which catalyst facilitates the given reaction. Product: [O:21]=[C:20]1[C:19]2[C:18](=[CH:26][CH:25]=[CH:24][CH:23]=2)[C:17](=[O:22])[N:2]1[NH:1][C:3](=[O:4])[O:5][C:6]([CH3:9])([CH3:8])[CH3:7]. Reactant: [NH:1]([C:3]([O:5][C:6]([CH3:9])([CH3:8])[CH3:7])=[O:4])[NH2:2].C1(C)C=CC=CC=1.[C:17]1(=O)[O:22][C:20](=[O:21])[C:19]2=[CH:23][CH:24]=[CH:25][CH:26]=[C:18]12. The catalyst class is: 6.